From a dataset of Catalyst prediction with 721,799 reactions and 888 catalyst types from USPTO. Predict which catalyst facilitates the given reaction. (1) Reactant: [I:1][C:2]1[CH:17]=[CH:16][CH:15]=[CH:14][C:3]=1[O:4][C:5]1[CH:10]=[CH:9][CH:8]=[CH:7][C:6]=1[N+:11]([O-])=O. Product: [I:1][C:2]1[CH:17]=[CH:16][CH:15]=[CH:14][C:3]=1[O:4][C:5]1[CH:10]=[CH:9][CH:8]=[CH:7][C:6]=1[NH2:11]. The catalyst class is: 40. (2) Reactant: [F:1][C:2]([F:7])([F:6])[C:3]([OH:5])=[O:4].[C:8]([C:11]1[CH:29]=[CH:28][C:14]([O:15][C:16]([C:18]2[S:22][C:21]([CH2:23][CH2:24][C:25]([OH:27])=O)=[CH:20][CH:19]=2)=[O:17])=[C:13]([F:30])[CH:12]=1)(=[NH:10])[NH2:9]. Product: [F:1][C:2]([F:7])([F:6])[C:3]([OH:5])=[O:4].[F:1][C:2]([F:7])([F:6])[C:3]([OH:5])=[O:4].[C:8]([C:11]1[CH:29]=[CH:28][C:14]([O:15][C:16]([C:18]2[S:22][C:21]([CH2:23][CH2:24][C:25]([N:9]([CH2:8][CH:11]=[CH2:12])[CH2:2][C:3]([OH:5])=[O:4])=[O:27])=[CH:20][CH:19]=2)=[O:17])=[C:13]([F:30])[CH:12]=1)(=[NH:10])[NH2:9]. The catalyst class is: 309.